Dataset: NCI-60 drug combinations with 297,098 pairs across 59 cell lines. Task: Regression. Given two drug SMILES strings and cell line genomic features, predict the synergy score measuring deviation from expected non-interaction effect. (1) Drug 1: CCC1=CC2CC(C3=C(CN(C2)C1)C4=CC=CC=C4N3)(C5=C(C=C6C(=C5)C78CCN9C7C(C=CC9)(C(C(C8N6C)(C(=O)OC)O)OC(=O)C)CC)OC)C(=O)OC.C(C(C(=O)O)O)(C(=O)O)O. Drug 2: COC1=CC(=CC(=C1O)OC)C2C3C(COC3=O)C(C4=CC5=C(C=C24)OCO5)OC6C(C(C7C(O6)COC(O7)C8=CC=CS8)O)O. Cell line: DU-145. Synergy scores: CSS=53.6, Synergy_ZIP=-3.50, Synergy_Bliss=-5.54, Synergy_Loewe=-1.62, Synergy_HSA=-1.85. (2) Drug 1: C1CN1C2=NC(=NC(=N2)N3CC3)N4CC4. Drug 2: CC1CCCC2(C(O2)CC(NC(=O)CC(C(C(=O)C(C1O)C)(C)C)O)C(=CC3=CSC(=N3)C)C)C. Cell line: PC-3. Synergy scores: CSS=45.9, Synergy_ZIP=-6.52, Synergy_Bliss=-8.88, Synergy_Loewe=-9.10, Synergy_HSA=-4.27. (3) Synergy scores: CSS=51.6, Synergy_ZIP=-4.01, Synergy_Bliss=-4.29, Synergy_Loewe=-13.1, Synergy_HSA=-1.50. Drug 2: C(=O)(N)NO. Cell line: CCRF-CEM. Drug 1: C1CN1C2=NC(=NC(=N2)N3CC3)N4CC4. (4) Drug 1: C1CN1C2=NC(=NC(=N2)N3CC3)N4CC4. Drug 2: CC1C(C(CC(O1)OC2CC(CC3=C2C(=C4C(=C3O)C(=O)C5=CC=CC=C5C4=O)O)(C(=O)C)O)N)O. Cell line: SF-268. Synergy scores: CSS=38.2, Synergy_ZIP=-2.55, Synergy_Bliss=-2.53, Synergy_Loewe=-4.18, Synergy_HSA=1.62. (5) Drug 1: CCCS(=O)(=O)NC1=C(C(=C(C=C1)F)C(=O)C2=CNC3=C2C=C(C=N3)C4=CC=C(C=C4)Cl)F. Drug 2: C1CC(=O)NC(=O)C1N2CC3=C(C2=O)C=CC=C3N. Cell line: HCT116. Synergy scores: CSS=-8.15, Synergy_ZIP=-0.968, Synergy_Bliss=-7.73, Synergy_Loewe=-9.72, Synergy_HSA=-9.46. (6) Drug 1: C1C(C(OC1N2C=NC3=C(N=C(N=C32)Cl)N)CO)O. Drug 2: C1CC(=O)NC(=O)C1N2C(=O)C3=CC=CC=C3C2=O. Cell line: UO-31. Synergy scores: CSS=1.21, Synergy_ZIP=3.14, Synergy_Bliss=4.13, Synergy_Loewe=0.838, Synergy_HSA=0.716. (7) Drug 1: C1=CC(=C2C(=C1NCCNCCO)C(=O)C3=C(C=CC(=C3C2=O)O)O)NCCNCCO. Drug 2: C1=CC(=CC=C1CCCC(=O)O)N(CCCl)CCCl. Cell line: SK-MEL-5. Synergy scores: CSS=30.8, Synergy_ZIP=-12.4, Synergy_Bliss=-5.04, Synergy_Loewe=-4.54, Synergy_HSA=-1.50. (8) Drug 1: CCC1(CC2CC(C3=C(CCN(C2)C1)C4=CC=CC=C4N3)(C5=C(C=C6C(=C5)C78CCN9C7C(C=CC9)(C(C(C8N6C)(C(=O)OC)O)OC(=O)C)CC)OC)C(=O)OC)O.OS(=O)(=O)O. Drug 2: C1=CN(C=N1)CC(O)(P(=O)(O)O)P(=O)(O)O. Cell line: A549. Synergy scores: CSS=-0.0500, Synergy_ZIP=1.36, Synergy_Bliss=3.72, Synergy_Loewe=0.201, Synergy_HSA=-0.00333. (9) Drug 1: CNC(=O)C1=CC=CC=C1SC2=CC3=C(C=C2)C(=NN3)C=CC4=CC=CC=N4. Drug 2: C1CN1P(=S)(N2CC2)N3CC3. Cell line: DU-145. Synergy scores: CSS=20.2, Synergy_ZIP=-9.97, Synergy_Bliss=-10.4, Synergy_Loewe=-13.7, Synergy_HSA=-12.2. (10) Drug 1: C1C(C(OC1N2C=C(C(=O)NC2=O)F)CO)O. Drug 2: CCC1=C2CN3C(=CC4=C(C3=O)COC(=O)C4(CC)O)C2=NC5=C1C=C(C=C5)O. Cell line: HCT116. Synergy scores: CSS=53.6, Synergy_ZIP=-3.57, Synergy_Bliss=3.12, Synergy_Loewe=-17.7, Synergy_HSA=1.98.